This data is from Reaction yield outcomes from USPTO patents with 853,638 reactions. The task is: Predict the reaction yield, written as a fraction of the theoretical maximum amount of product (1.0 means a 100% yield; for example, 0.34 means a 34% yield). (1) The reactants are [CH3:1][O:2][C:3](=[O:10])[CH:4]=[CH:5][CH2:6][CH2:7][CH2:8]Cl.[Br-:11].[Li+].CCCCCCC. The catalyst is O. The product is [CH3:1][O:2][C:3](=[O:10])[CH:4]=[CH:5][CH2:6][CH2:7][CH2:8][Br:11]. The yield is 0.830. (2) The reactants are [OH-].[Na+].[Cl:3][C:4]1[CH:9]=[CH:8][CH:7]=[C:6]([Cl:10])[C:5]=1[C:11]([NH:13][C@H:14]([C:35]([O:37]C)=[O:36])[CH2:15][C:16]1[CH:21]=[CH:20][C:19]([CH2:22][CH2:23][CH2:24][C:25]2[CH:34]=[CH:33][C:32]3[CH2:31][CH2:30][CH2:29][NH:28][C:27]=3[N:26]=2)=[CH:18][N:17]=1)=[O:12]. The catalyst is C1COCC1. The product is [Cl:10][C:6]1[CH:7]=[CH:8][CH:9]=[C:4]([Cl:3])[C:5]=1[C:11]([NH:13][C@H:14]([C:35]([OH:37])=[O:36])[CH2:15][C:16]1[CH:21]=[CH:20][C:19]([CH2:22][CH2:23][CH2:24][C:25]2[CH:34]=[CH:33][C:32]3[CH2:31][CH2:30][CH2:29][NH:28][C:27]=3[N:26]=2)=[CH:18][N:17]=1)=[O:12]. The yield is 0.800. (3) The reactants are [F:1][C:2]1[CH:10]=[CH:9][C:5]([C:6](Cl)=[O:7])=[CH:4][CH:3]=1.[CH2:11]([NH:18][C:19]([C:21]1[S:25][C:24]([NH2:26])=[N:23][C:22]=1[CH3:27])=[O:20])[C:12]1[CH:17]=[CH:16][CH:15]=[CH:14][CH:13]=1. No catalyst specified. The product is [CH2:11]([NH:18][C:19]([C:21]1[S:25][C:24]([NH:26][C:6](=[O:7])[C:5]2[CH:9]=[CH:10][C:2]([F:1])=[CH:3][CH:4]=2)=[N:23][C:22]=1[CH3:27])=[O:20])[C:12]1[CH:17]=[CH:16][CH:15]=[CH:14][CH:13]=1. The yield is 0.300. (4) The reactants are [F:1][C:2]([F:24])([C:18]1[CH:23]=[CH:22][CH:21]=[CH:20][N:19]=1)[CH2:3][N:4]1[CH2:9][CH2:8][CH:7]([NH:10]C(=O)OC(C)(C)C)[CH2:6][CH2:5]1.C(O)(C(F)(F)F)=O. The catalyst is C(Cl)Cl. The product is [F:24][C:2]([F:1])([C:18]1[CH:23]=[CH:22][CH:21]=[CH:20][N:19]=1)[CH2:3][N:4]1[CH2:5][CH2:6][CH:7]([NH2:10])[CH2:8][CH2:9]1. The yield is 1.00. (5) The reactants are [Cl:1][C:2]1[CH:12]=[C:11]([Cl:13])[CH:10]=[CH:9][C:3]=1[O:4][CH2:5][C:6]([OH:8])=O.[CH3:14][C:15]1[N:16]=[C:17]([NH2:26])[S:18][C:19]=1[CH2:20][CH2:21][O:22][N+:23]([O-:25])=[O:24]. No catalyst specified. The product is [Cl:1][C:2]1[CH:12]=[C:11]([Cl:13])[CH:10]=[CH:9][C:3]=1[O:4][CH2:5][C:6]([NH:26][C:17]1[S:18][C:19]([CH2:20][CH2:21][O:22][N+:23]([O-:25])=[O:24])=[C:15]([CH3:14])[N:16]=1)=[O:8]. The yield is 0.770. (6) The reactants are [C:1]([O:5][C:6]([NH:8][C@H:9]([C:13]1[CH:18]=[CH:17][C:16]([NH:19][C:20]([O:22][C:23]([CH3:26])([CH3:25])[CH3:24])=[O:21])=[CH:15][CH:14]=1)[C:10](O)=[O:11])=[O:7])([CH3:4])([CH3:3])[CH3:2].[CH3:27][O:28][C:29]([C:31]1[N:32]=[C:33]([NH:36][C:37](=[O:48])[C@@H:38]([NH2:47])[C@H:39]([C:41]2[CH:46]=[CH:45][CH:44]=[CH:43][CH:42]=2)[CH3:40])[S:34][CH:35]=1)=[O:30].Cl.CN(C)CCCN=C=NCC. The catalyst is ClCCl. The product is [CH3:27][O:28][C:29]([C:31]1[N:32]=[C:33]([NH:36][C:37](=[O:48])[C@@H:38]([NH:47][C:10](=[O:11])[C@H:9]([NH:8][C:6]([O:5][C:1]([CH3:4])([CH3:3])[CH3:2])=[O:7])[C:13]2[CH:14]=[CH:15][C:16]([NH:19][C:20]([O:22][C:23]([CH3:26])([CH3:24])[CH3:25])=[O:21])=[CH:17][CH:18]=2)[C@H:39]([C:41]2[CH:42]=[CH:43][CH:44]=[CH:45][CH:46]=2)[CH3:40])[S:34][CH:35]=1)=[O:30]. The yield is 0.820.